Predict the product of the given reaction. From a dataset of Forward reaction prediction with 1.9M reactions from USPTO patents (1976-2016). Given the reactants [CH3:1][O:2][C:3]1[CH:23]=[C:22]([O:24][CH3:25])[C:6]2[C:7]3[N:12]([CH:13]([CH3:15])[CH2:14][C:5]=2[CH:4]=1)[CH:11]=[C:10]([C:16]([O:18]CC)=[O:17])[C:9](=[O:21])[CH:8]=3.[OH-].[Na+].Cl, predict the reaction product. The product is: [CH3:1][O:2][C:3]1[CH:23]=[C:22]([O:24][CH3:25])[C:6]2[C:7]3[N:12]([CH:13]([CH3:15])[CH2:14][C:5]=2[CH:4]=1)[CH:11]=[C:10]([C:16]([OH:18])=[O:17])[C:9](=[O:21])[CH:8]=3.